From a dataset of Reaction yield outcomes from USPTO patents with 853,638 reactions. Predict the reaction yield, written as a fraction of the theoretical maximum amount of product (1.0 means a 100% yield; for example, 0.34 means a 34% yield). (1) The reactants are [OH-].[Na+].ClCCl.C(O)(=O)[C@@H](C1C=CC=CC=1)O.[CH3:17][NH:18][C@@H:19]1[CH2:24][CH2:23][CH2:22][CH2:21][C@H:20]1[OH:25]. The catalyst is O.[Cl-].[Na+].O. The product is [CH3:17][NH:18][C@@H:19]1[CH2:24][CH2:23][CH2:22][CH2:21][C@H:20]1[OH:25]. The yield is 0.970. (2) The reactants are [Cl:1][C:2]1[CH:7]=[C:6]([N:8]2[CH2:13][CH2:12][O:11][CH2:10][CH2:9]2)[N:5]=[C:4]([CH2:14][CH2:15][CH2:16][C:17](OCC)=[O:18])[N:3]=1.[H-].C([Al+]CC(C)C)C(C)C. The catalyst is C1COCC1. The product is [Cl:1][C:2]1[CH:7]=[C:6]([N:8]2[CH2:13][CH2:12][O:11][CH2:10][CH2:9]2)[N:5]=[C:4]([CH2:14][CH2:15][CH2:16][CH2:17][OH:18])[N:3]=1. The yield is 0.790. (3) The reactants are [H-].[Na+].[NH2:3][C:4]1[C:9]([Br:10])=[CH:8][C:7]([CH3:11])=[CH:6][N:5]=1.Cl[C:13]1[C:14](=[O:29])[N:15]([CH2:20][C:21]2[CH:26]=[CH:25][C:24]([O:27][CH3:28])=[CH:23][CH:22]=2)[CH:16]=[C:17]([Cl:19])[N:18]=1. The catalyst is O1CCCC1. The product is [Br:10][C:9]1[C:4]([NH:3][C:13]2[C:14](=[O:29])[N:15]([CH2:20][C:21]3[CH:22]=[CH:23][C:24]([O:27][CH3:28])=[CH:25][CH:26]=3)[CH:16]=[C:17]([Cl:19])[N:18]=2)=[N:5][CH:6]=[C:7]([CH3:11])[CH:8]=1. The yield is 0.560. (4) The reactants are Br[C:2]1[N:6]([CH2:7][CH2:8][F:9])[C:5]2[CH:10]=[CH:11][CH:12]=[CH:13][C:4]=2[N:3]=1.[CH3:14][N:15]([C:23]1[CH:28]=[CH:27][C:26]([C:29]#[CH:30])=[CH:25][CH:24]=1)[C:16](=[O:22])[O:17][C:18]([CH3:21])([CH3:20])[CH3:19]. No catalyst specified. The product is [F:9][CH2:8][CH2:7][N:6]1[C:5]2[CH:10]=[CH:11][CH:12]=[CH:13][C:4]=2[N:3]=[C:2]1[C:30]#[C:29][C:26]1[CH:25]=[CH:24][C:23]([N:15]([CH3:14])[C:16](=[O:22])[O:17][C:18]([CH3:19])([CH3:21])[CH3:20])=[CH:28][CH:27]=1. The yield is 0.353. (5) The reactants are [CH:1]12[CH2:7][CH:4]([CH2:5][CH2:6]1)[CH2:3][CH:2]2[CH2:8][C:9](O)=[O:10].[H-].[Al+3].[Li+].[H-].[H-].[H-]. The catalyst is O1CCCC1. The product is [CH:1]12[CH2:7][CH:4]([CH2:5][CH2:6]1)[CH2:3][CH:2]2[CH2:8][CH2:9][OH:10]. The yield is 0.960.